From a dataset of Catalyst prediction with 721,799 reactions and 888 catalyst types from USPTO. Predict which catalyst facilitates the given reaction. Reactant: [OH:1][C:2]1[CH:7]=[CH:6][CH:5]=[CH:4][N:3]=1.[H-].[Na+].[Cl:10][C:11]1[CH:27]=[C:26]([Cl:28])[CH:25]=[CH:24][C:12]=1[CH2:13][NH:14][C:15](=[O:23])[C:16]1[CH:21]=[CH:20][C:19](F)=[N:18][CH:17]=1. Product: [Cl:10][C:11]1[CH:27]=[C:26]([Cl:28])[CH:25]=[CH:24][C:12]=1[CH2:13][NH:14][C:15](=[O:23])[C:16]1[CH:21]=[CH:20][C:19]([O:1][C:2]2[CH:7]=[CH:6][CH:5]=[CH:4][N:3]=2)=[N:18][CH:17]=1. The catalyst class is: 80.